This data is from Peptide-MHC class I binding affinity with 185,985 pairs from IEDB/IMGT. The task is: Regression. Given a peptide amino acid sequence and an MHC pseudo amino acid sequence, predict their binding affinity value. This is MHC class I binding data. (1) The peptide sequence is QLFKPLTKK. The MHC is HLA-B15:01 with pseudo-sequence HLA-B15:01. The binding affinity (normalized) is 0.0847. (2) The peptide sequence is SCMKMILLQM. The MHC is H-2-Kb with pseudo-sequence H-2-Kb. The binding affinity (normalized) is 0.331. (3) The peptide sequence is FLAFFSNGV. The MHC is HLA-B51:01 with pseudo-sequence HLA-B51:01. The binding affinity (normalized) is 0.0847. (4) The peptide sequence is KSQVLQQSTY. The MHC is HLA-A11:01 with pseudo-sequence HLA-A11:01. The binding affinity (normalized) is 0.0756. (5) The peptide sequence is EAIMAVGMV. The MHC is HLA-A68:02 with pseudo-sequence HLA-A68:02. The binding affinity (normalized) is 0.946. (6) The peptide sequence is HRYLIRQSM. The MHC is HLA-B18:01 with pseudo-sequence HLA-B18:01. The binding affinity (normalized) is 0.0847.